Dataset: Forward reaction prediction with 1.9M reactions from USPTO patents (1976-2016). Task: Predict the product of the given reaction. (1) Given the reactants [CH2:1]1[CH:11]2[CH2:12][C@@H:6]3[N:7]([CH2:8][C:9]2=[O:10])[C@H:2]1[CH2:3][CH:4]([OH:13])[CH2:5]3.[NH:14]1[C:22]2[C:17](=[CH:18][CH:19]=[CH:20][CH:21]=2)[C:16]([C:23](O)=[O:24])=[CH:15]1.FC(F)(F)C(OC(=O)C(F)(F)F)=O, predict the reaction product. The product is: [CH:19]1[CH:20]=[CH:21][C:22]2[NH:14][CH:15]=[C:16]([C:23]([O:13][C@@H:4]3[CH2:5][C@H:6]4[N:7]5[CH2:8][C:9](=[O:10])[C@@H:11]([CH2:12]4)[CH2:1][C@@H:2]5[CH2:3]3)=[O:24])[C:17]=2[CH:18]=1. (2) The product is: [Cl:22][CH2:16][C:13]1[CH:14]=[CH:15][C:10]([O:9][C:6]2[CH:5]=[CH:4][C:3]([C:2]([F:19])([F:18])[F:1])=[CH:8][N:7]=2)=[CH:11][CH:12]=1. Given the reactants [F:1][C:2]([F:19])([F:18])[C:3]1[CH:4]=[CH:5][C:6]([O:9][C:10]2[CH:15]=[CH:14][C:13]([CH2:16]O)=[CH:12][CH:11]=2)=[N:7][CH:8]=1.S(Cl)([Cl:22])=O, predict the reaction product. (3) Given the reactants [CH3:1][C:2]1[S:6][C:5]2[NH:7][C:8]3[CH:9]=[CH:10][CH:11]=[CH:12][C:13]=3[N:14]=[C:15]([N:16]3[CH2:21][CH2:20][N:19]([CH3:22])[CH2:18][CH2:17]3)[C:4]=2[CH:3]=1.[C:23]([OH:26])(=[O:25])[CH3:24], predict the reaction product. The product is: [CH3:1][C:2]1[S:6][C:5]2[NH:7][C:8]3[CH:9]=[CH:10][CH:11]=[CH:12][C:13]=3[N:14]=[C:15]([N:16]3[CH2:17][CH2:18][N:19]([CH3:22])[CH2:20][CH2:21]3)[C:4]=2[CH:3]=1.[C:23]([O-:26])(=[O:25])[CH3:24]. (4) Given the reactants [CH3:1][O:2][C:3]1[CH:4]=[C:5]2[C:10](=[CH:11][C:12]=1[O:13][CH3:14])[N:9]=[CH:8][CH:7]=[C:6]2[O:15][C:16]1[CH:22]=[CH:21][C:19]([NH2:20])=[C:18]([CH3:23])[C:17]=1[CH3:24].Cl[C:26](Cl)([O:28]C(=O)OC(Cl)(Cl)Cl)Cl.[C:37]1([CH:43]([OH:46])[CH2:44][CH3:45])[CH:42]=[CH:41][CH:40]=[CH:39][CH:38]=1.C(=O)(O)[O-].[Na+], predict the reaction product. The product is: [CH3:1][O:2][C:3]1[CH:4]=[C:5]2[C:10](=[CH:11][C:12]=1[O:13][CH3:14])[N:9]=[CH:8][CH:7]=[C:6]2[O:15][C:16]1[CH:22]=[CH:21][C:19]([NH:20][C:26](=[O:28])[O:46][CH:43]([C:37]2[CH:42]=[CH:41][CH:40]=[CH:39][CH:38]=2)[CH2:44][CH3:45])=[C:18]([CH3:23])[C:17]=1[CH3:24]. (5) Given the reactants Cl[C:2]1[CH:11]=[CH:10][C:9]2[C:8](=[O:12])[CH2:7][C:6](C)(C)[CH2:5][C:4]=2[N:3]=1.[C:15]([C:17]1[CH:22]=[CH:21][CH:20]=[CH:19][CH:18]=1)#[CH:16], predict the reaction product. The product is: [C:17]1([C:15]#[C:16][C:2]2[CH:11]=[CH:10][C:9]3[C:8](=[O:12])[CH2:7][CH2:6][CH2:5][C:4]=3[N:3]=2)[CH:22]=[CH:21][CH:20]=[CH:19][CH:18]=1. (6) Given the reactants [Cl:1][C:2]1[CH:3]=[C:4]([N:10]2[C:14]([CH3:15])=[C:13]([CH2:16][C:17]3[CH:22]=[CH:21][C:20]([C:23]4[O:27][C:26]([C:28]([O:30]C)=O)=[N:25][N:24]=4)=[CH:19][CH:18]=3)[C:12]([CH3:32])=[N:11]2)[CH:5]=[CH:6][C:7]=1[C:8]#[N:9].[CH3:33][NH2:34].C1COCC1.C1(C)C=CC=CC=1.CC(C)=O, predict the reaction product. The product is: [Cl:1][C:2]1[CH:3]=[C:4]([N:10]2[C:14]([CH3:15])=[C:13]([CH2:16][C:17]3[CH:22]=[CH:21][C:20]([C:23]4[O:27][C:26]([C:28]([NH:34][CH3:33])=[O:30])=[N:25][N:24]=4)=[CH:19][CH:18]=3)[C:12]([CH3:32])=[N:11]2)[CH:5]=[CH:6][C:7]=1[C:8]#[N:9].